From a dataset of Forward reaction prediction with 1.9M reactions from USPTO patents (1976-2016). Predict the product of the given reaction. Given the reactants [CH3:1][N:2]1[C:7](=[O:8])[C:6]2=[C:9]([NH:25][C:26]3[CH:31]=[CH:30][CH:29]=[CH:28][CH:27]=3)[N:10]([CH2:12][C:13]3[CH:18]=[CH:17][C:16]([C:19]4[CH:24]=[CH:23][CH:22]=[CH:21][N:20]=4)=[CH:15][CH:14]=3)[N:11]=[C:5]2[NH:4][C:3]1=[O:32].[CH:33](I)([CH3:35])[CH3:34].C([O-])([O-])=O.[Cs+].[Cs+], predict the reaction product. The product is: [CH:33]([N:4]1[C:5]2=[N:11][N:10]([CH2:12][C:13]3[CH:14]=[CH:15][C:16]([C:19]4[CH:24]=[CH:23][CH:22]=[CH:21][N:20]=4)=[CH:17][CH:18]=3)[C:9]([NH:25][C:26]3[CH:27]=[CH:28][CH:29]=[CH:30][CH:31]=3)=[C:6]2[C:7](=[O:8])[N:2]([CH3:1])[C:3]1=[O:32])([CH3:35])[CH3:34].